Dataset: NCI-60 drug combinations with 297,098 pairs across 59 cell lines. Task: Regression. Given two drug SMILES strings and cell line genomic features, predict the synergy score measuring deviation from expected non-interaction effect. (1) Drug 1: C1=C(C(=O)NC(=O)N1)F. Drug 2: C1CC(=O)NC(=O)C1N2C(=O)C3=CC=CC=C3C2=O. Cell line: 786-0. Synergy scores: CSS=29.8, Synergy_ZIP=1.48, Synergy_Bliss=0.125, Synergy_Loewe=-5.68, Synergy_HSA=-0.664. (2) Synergy scores: CSS=26.1, Synergy_ZIP=-9.11, Synergy_Bliss=-1.69, Synergy_Loewe=-3.13, Synergy_HSA=-0.782. Cell line: SN12C. Drug 1: C1=NC2=C(N1)C(=S)N=C(N2)N. Drug 2: C1=NC2=C(N=C(N=C2N1C3C(C(C(O3)CO)O)O)F)N. (3) Drug 1: CC1=CC=C(C=C1)C2=CC(=NN2C3=CC=C(C=C3)S(=O)(=O)N)C(F)(F)F. Drug 2: C1CN1C2=NC(=NC(=N2)N3CC3)N4CC4. Cell line: SK-MEL-5. Synergy scores: CSS=45.4, Synergy_ZIP=-7.60, Synergy_Bliss=-8.45, Synergy_Loewe=-20.1, Synergy_HSA=-5.11.